From a dataset of Full USPTO retrosynthesis dataset with 1.9M reactions from patents (1976-2016). Predict the reactants needed to synthesize the given product. (1) Given the product [CH3:1][C:2]1[C:13]([C:14]([F:15])([F:16])[F:17])=[CH:12][CH:11]=[CH:10][C:3]=1[O:4][CH:5]([C:6]1[NH:20][CH2:19][CH2:18][N:7]=1)[CH2:8][CH3:9], predict the reactants needed to synthesize it. The reactants are: [CH3:1][C:2]1[C:13]([C:14]([F:17])([F:16])[F:15])=[CH:12][CH:11]=[CH:10][C:3]=1[O:4][CH:5]([CH2:8][CH3:9])[C:6]#[N:7].[CH2:18](N)[CH2:19][NH2:20].[S-]SS[S-].[Na+].[Na+]. (2) Given the product [C:40]([O:39][C:37]([N:34]1[CH2:35][CH2:36][CH:31]([CH2:30][CH2:29][CH2:28][O:24][C:21]2[CH:22]=[CH:23][C:18]([C:17]([O:16][CH3:15])=[O:26])=[C:19]([CH3:25])[CH:20]=2)[CH2:32][CH2:33]1)=[O:38])([CH3:43])([CH3:42])[CH3:41], predict the reactants needed to synthesize it. The reactants are: CC(OC(/N=N/C(OC(C)C)=O)=O)C.[CH3:15][O:16][C:17](=[O:26])[C:18]1[CH:23]=[CH:22][C:21]([OH:24])=[CH:20][C:19]=1[CH3:25].O[CH2:28][CH2:29][CH2:30][CH:31]1[CH2:36][CH2:35][N:34]([C:37]([O:39][C:40]([CH3:43])([CH3:42])[CH3:41])=[O:38])[CH2:33][CH2:32]1.C1C=CC(P(C2C=CC=CC=2)C2C=CC=CC=2)=CC=1.